This data is from Full USPTO retrosynthesis dataset with 1.9M reactions from patents (1976-2016). The task is: Predict the reactants needed to synthesize the given product. (1) Given the product [O:7]1[C:8]2[C:9](=[N:10][CH:11]=[CH:12][CH:13]=2)[O:14][C@@H:5]([CH2:4][NH2:1])[CH2:6]1, predict the reactants needed to synthesize it. The reactants are: [N:1]([CH2:4][C@@H:5]1[O:14][C:9]2=[N:10][CH:11]=[CH:12][CH:13]=[C:8]2[O:7][CH2:6]1)=[N+]=[N-]. (2) Given the product [CH3:15][N:16]([CH3:20])[S:11]([C:4]1[CH:5]=[CH:6][CH:7]=[C:8]([O:9][CH3:10])[C:3]=1[C:1]#[N:2])(=[O:13])=[O:17], predict the reactants needed to synthesize it. The reactants are: [C:1]([C:3]1[C:8]([O:9][CH3:10])=[CH:7][CH:6]=[CH:5][C:4]=1[S:11](Cl)(=[O:13])=O)#[N:2].[CH3:15][NH2:16].[OH2:17].Cl.O1CCC[CH2:20]1. (3) The reactants are: C(O[C:6]([N:8]1[CH2:12][C:11](=[N:13][O:14][CH3:15])[CH2:10][C@H:9]1[C:16]([OH:18])=O)=[O:7])(C)(C)C.[C:19]1([C:28]2[CH:33]=[CH:32][CH:31]=[CH:30][CH:29]=2)[CH:24]=[CH:23][C:22](C(Cl)=O)=[CH:21][CH:20]=1.[C:34]1([NH:40][CH2:41][CH2:42][NH2:43])[CH:39]=[CH:38][CH:37]=[CH:36][CH:35]=1. Given the product [NH:40]([CH2:41][CH2:42][NH:43][C:16]([C@@H:9]1[CH2:10][C:11](=[N:13][O:14][CH3:15])[CH2:12][N:8]1[C:6]([C:31]1[CH:30]=[CH:29][C:28]([C:19]2[CH:20]=[CH:21][CH:22]=[CH:23][CH:24]=2)=[CH:33][CH:32]=1)=[O:7])=[O:18])[C:34]1[CH:39]=[CH:38][CH:37]=[CH:36][CH:35]=1, predict the reactants needed to synthesize it.